Dataset: Forward reaction prediction with 1.9M reactions from USPTO patents (1976-2016). Task: Predict the product of the given reaction. (1) Given the reactants CCN(C(C)C)C(C)C.Cl.[CH3:11][O:12][C:13](=[O:18])[C:14]([NH2:17])([CH3:16])[CH3:15].F[C:20]1[C:21]([CH3:40])=[N:22][C:23]2[C:28]([N:29]=1)=[C:27]([C:30]1[NH:38][C:37]3[CH2:36][CH2:35][NH:34][C:33](=[O:39])[C:32]=3[CH:31]=1)[CH:26]=[CH:25][CH:24]=2, predict the reaction product. The product is: [CH3:15][C:14]([NH:17][C:20]1[C:21]([CH3:40])=[N:22][C:23]2[C:28](=[C:27]([C:30]3[NH:38][C:37]4[CH2:36][CH2:35][NH:34][C:33](=[O:39])[C:32]=4[CH:31]=3)[CH:26]=[CH:25][CH:24]=2)[N:29]=1)([CH3:16])[C:13]([O:12][CH3:11])=[O:18]. (2) The product is: [ClH:23].[OH:4][C:5]1[CH:14]=[CH:13][CH:12]=[C:11]2[C:6]=1[CH:7]=[C:8]([CH:16]1[CH2:21][CH2:20][N:19]([CH3:22])[CH2:18][CH2:17]1)[NH:9][C:10]2=[O:15]. Given the reactants COC[O:4][C:5]1[CH:14]=[CH:13][CH:12]=[C:11]2[C:6]=1[CH:7]=[C:8]([CH:16]1[CH2:21][CH2:20][N:19]([CH3:22])[CH2:18][CH2:17]1)[NH:9][C:10]2=[O:15].[ClH:23].CO, predict the reaction product.